This data is from NCI-60 drug combinations with 297,098 pairs across 59 cell lines. The task is: Regression. Given two drug SMILES strings and cell line genomic features, predict the synergy score measuring deviation from expected non-interaction effect. (1) Drug 1: CN(C)N=NC1=C(NC=N1)C(=O)N. Drug 2: CNC(=O)C1=NC=CC(=C1)OC2=CC=C(C=C2)NC(=O)NC3=CC(=C(C=C3)Cl)C(F)(F)F. Cell line: HOP-92. Synergy scores: CSS=10.4, Synergy_ZIP=-8.85, Synergy_Bliss=-6.67, Synergy_Loewe=-22.3, Synergy_HSA=-7.63. (2) Drug 2: C1=CN(C(=O)N=C1N)C2C(C(C(O2)CO)O)O.Cl. Synergy scores: CSS=34.4, Synergy_ZIP=0.171, Synergy_Bliss=-2.51, Synergy_Loewe=-52.3, Synergy_HSA=-6.29. Cell line: OVCAR-8. Drug 1: CN(C)C1=NC(=NC(=N1)N(C)C)N(C)C. (3) Drug 1: CC(C1=C(C=CC(=C1Cl)F)Cl)OC2=C(N=CC(=C2)C3=CN(N=C3)C4CCNCC4)N. Drug 2: CC=C1C(=O)NC(C(=O)OC2CC(=O)NC(C(=O)NC(CSSCCC=C2)C(=O)N1)C(C)C)C(C)C. Cell line: HOP-92. Synergy scores: CSS=19.5, Synergy_ZIP=-3.31, Synergy_Bliss=-8.88, Synergy_Loewe=-25.7, Synergy_HSA=-8.31. (4) Drug 1: CC1=C(C=C(C=C1)C(=O)NC2=CC(=CC(=C2)C(F)(F)F)N3C=C(N=C3)C)NC4=NC=CC(=N4)C5=CN=CC=C5. Drug 2: CCN(CC)CCCC(C)NC1=C2C=C(C=CC2=NC3=C1C=CC(=C3)Cl)OC. Cell line: PC-3. Synergy scores: CSS=13.5, Synergy_ZIP=-3.22, Synergy_Bliss=-5.14, Synergy_Loewe=-13.7, Synergy_HSA=-6.78. (5) Drug 1: C1C(C(OC1N2C=NC3=C(N=C(N=C32)Cl)N)CO)O. Drug 2: CC12CCC3C(C1CCC2OP(=O)(O)O)CCC4=C3C=CC(=C4)OC(=O)N(CCCl)CCCl.[Na+]. Cell line: EKVX. Synergy scores: CSS=-1.69, Synergy_ZIP=-3.16, Synergy_Bliss=-6.25, Synergy_Loewe=-16.4, Synergy_HSA=-7.59. (6) Drug 1: C1CC(C1)(C(=O)O)C(=O)O.[NH2-].[NH2-].[Pt+2]. Drug 2: C1CC(C1)(C2=CC=C(C=C2)C3=C(C=C4C(=N3)C=CN5C4=NNC5=O)C6=CC=CC=C6)N. Cell line: SW-620. Synergy scores: CSS=36.9, Synergy_ZIP=1.67, Synergy_Bliss=2.63, Synergy_Loewe=6.19, Synergy_HSA=6.92. (7) Drug 1: CNC(=O)C1=NC=CC(=C1)OC2=CC=C(C=C2)NC(=O)NC3=CC(=C(C=C3)Cl)C(F)(F)F. Drug 2: CN1C2=C(C=C(C=C2)N(CCCl)CCCl)N=C1CCCC(=O)O.Cl. Cell line: HCT-15. Synergy scores: CSS=-0.623, Synergy_ZIP=1.74, Synergy_Bliss=0.437, Synergy_Loewe=-1.97, Synergy_HSA=-2.08. (8) Drug 1: C1CN1C2=NC(=NC(=N2)N3CC3)N4CC4. Drug 2: CC(CN1CC(=O)NC(=O)C1)N2CC(=O)NC(=O)C2. Cell line: U251. Synergy scores: CSS=42.8, Synergy_ZIP=1.77, Synergy_Bliss=0.999, Synergy_Loewe=-19.2, Synergy_HSA=-1.05. (9) Drug 1: C1C(C(OC1N2C=C(C(=O)NC2=O)F)CO)O. Drug 2: CCN(CC)CCCC(C)NC1=C2C=C(C=CC2=NC3=C1C=CC(=C3)Cl)OC. Cell line: SN12C. Synergy scores: CSS=16.0, Synergy_ZIP=-8.20, Synergy_Bliss=-1.07, Synergy_Loewe=-4.09, Synergy_HSA=-1.54. (10) Drug 1: CC1=C2C(C(=O)C3(C(CC4C(C3C(C(C2(C)C)(CC1OC(=O)C(C(C5=CC=CC=C5)NC(=O)OC(C)(C)C)O)O)OC(=O)C6=CC=CC=C6)(CO4)OC(=O)C)OC)C)OC. Drug 2: CCCS(=O)(=O)NC1=C(C(=C(C=C1)F)C(=O)C2=CNC3=C2C=C(C=N3)C4=CC=C(C=C4)Cl)F. Cell line: HCT-15. Synergy scores: CSS=61.0, Synergy_ZIP=7.32, Synergy_Bliss=5.93, Synergy_Loewe=-54.8, Synergy_HSA=5.77.